From a dataset of Full USPTO retrosynthesis dataset with 1.9M reactions from patents (1976-2016). Predict the reactants needed to synthesize the given product. (1) The reactants are: CS(O[CH2:6][CH:7]1[CH:12]2[CH2:13][C:14]([CH3:17])([CH3:16])[O:15][C:11]2=[C:10]([CH3:18])[C:9]([CH3:19])=[C:8]1[N+:20]([O-:22])=[O:21])(=O)=O.[NH:23]1[CH2:28][CH2:27][CH:26]([N:29]2[CH:33]=[CH:32][C:31]([C:34]3[CH:39]=[CH:38][CH:37]=[CH:36][CH:35]=3)=[N:30]2)[CH2:25][CH2:24]1.C(=O)([O-])[O-].[Na+].[Na+]. Given the product [N+:20]([C:8]1[CH:7]([CH2:6][N:23]2[CH2:24][CH2:25][CH:26]([N:29]3[CH:33]=[CH:32][C:31]([C:34]4[CH:39]=[CH:38][CH:37]=[CH:36][CH:35]=4)=[N:30]3)[CH2:27][CH2:28]2)[CH:12]2[CH2:13][C:14]([CH3:17])([CH3:16])[O:15][C:11]2=[C:10]([CH3:18])[C:9]=1[CH3:19])([O-:22])=[O:21], predict the reactants needed to synthesize it. (2) The reactants are: [Cl:1][C:2]1[N:7]=[C:6]([NH:8][CH:9]2[CH2:13][CH2:12][CH2:11][CH2:10]2)[C:5]([N+:14]([O-])=O)=[CH:4][N:3]=1.O.O.[Sn](Cl)Cl.N. Given the product [Cl:1][C:2]1[N:7]=[C:6]([NH:8][CH:9]2[CH2:13][CH2:12][CH2:11][CH2:10]2)[C:5]([NH2:14])=[CH:4][N:3]=1, predict the reactants needed to synthesize it. (3) Given the product [CH2:14]([N:11]1[CH2:12][CH2:13][NH:8][CH2:9][CH2:10]1)[C:15]#[CH:16], predict the reactants needed to synthesize it. The reactants are: C(OC([N:8]1[CH2:13][CH2:12][N:11]([CH2:14][C:15]#[CH:16])[CH2:10][CH2:9]1)=O)(C)(C)C.C(O)(C(F)(F)F)=O. (4) Given the product [NH2:23][CH:13]([C:14]([CH3:22])([C:16]1[CH:21]=[CH:20][CH:19]=[CH:18][CH:17]=1)[CH3:15])[CH2:12][N:3]1[C:4](=[O:11])[C:5]2[C:10](=[CH:9][CH:8]=[CH:7][CH:6]=2)[C:2]1=[O:1], predict the reactants needed to synthesize it. The reactants are: [O:1]=[C:2]1[C:10]2[C:5](=[CH:6][CH:7]=[CH:8][CH:9]=2)[C:4](=[O:11])[N:3]1[CH2:12][CH:13]([NH:23]C(=O)OC(C)(C)C)[C:14]([CH3:22])([C:16]1[CH:21]=[CH:20][CH:19]=[CH:18][CH:17]=1)[CH3:15].Cl. (5) Given the product [N:11]1[CH:16]=[CH:15][CH:14]=[CH:13][C:12]=1[C:17]1[C:18]([C:2]2[CH:10]=[CH:9][C:5]3=[N:6][S:7][N:8]=[C:4]3[CH:3]=2)=[C:19]2[CH2:24][CH2:23][CH2:22][N:20]2[N:21]=1, predict the reactants needed to synthesize it. The reactants are: Br[C:2]1[CH:10]=[CH:9][C:5]2=[N:6][S:7][N:8]=[C:4]2[CH:3]=1.[N:11]1[CH:16]=[CH:15][CH:14]=[CH:13][C:12]=1[C:17]1[C:18](B(O)O)=[C:19]2[CH2:24][CH2:23][CH2:22][N:20]2[N:21]=1.